From a dataset of Reaction yield outcomes from USPTO patents with 853,638 reactions. Predict the reaction yield, written as a fraction of the theoretical maximum amount of product (1.0 means a 100% yield; for example, 0.34 means a 34% yield). (1) The catalyst is C1COCC1. The product is [CH3:55][N:25]([CH3:24])[S:26]([N:29]1[C:33]([CH:34]([C:35]2[CH:37]=[CH:38][C:39]3[O:44][CH2:43][CH2:42][O:41][C:40]=3[CH:45]=2)[OH:4])=[C:32]([CH3:47])[N:31]=[CH:30]1)(=[O:27])=[O:28]. The yield is 0.150. The reactants are CN(C)S(N1C=CN=C1[Si](C(C)(C)C)(C)C)(=O)=[O:4].C([Li])CCC.[CH3:24][N:25]([CH3:55])[S:26]([N:29]1[C:33]([CH2:34][CH:35]([C:37]2C=[CH:45][C:40]3[O:41][CH2:42][CH2:43][O:44][C:39]=3[CH:38]=2)O)=[C:32]([CH3:47])[N:31]=[C:30]1[Si](C(C)(C)C)(C)C)(=[O:28])=[O:27]. (2) The reactants are C([O:8][CH2:9][CH2:10][O:11][CH2:12][CH2:13][O:14][CH2:15][C:16]([CH3:25])([CH3:24])[C:17]([O:19][C:20]([CH3:23])([CH3:22])[CH3:21])=[O:18])C1C=CC=CC=1. The catalyst is CCO.[Pd]. The product is [OH:8][CH2:9][CH2:10][O:11][CH2:12][CH2:13][O:14][CH2:15][C:16]([CH3:25])([CH3:24])[C:17]([O:19][C:20]([CH3:23])([CH3:22])[CH3:21])=[O:18]. The yield is 0.850. (3) The reactants are [CH3:1][O:2][C:3]1[CH:4]=[CH:5][C:6]([N+:15]([O-:17])=[O:16])=[C:7]([CH:9]([OH:14])[C:10]([CH3:13])([CH3:12])[CH3:11])[CH:8]=1.[C@:18]12([CH3:30])[C:24]([CH3:26])([CH3:25])[CH:21]([CH2:22][CH2:23]1)[CH2:20][CH:19]2[C:27](Cl)=[O:28]. The catalyst is CN(C1C=CN=CC=1)C.C(Cl)Cl. The product is [C@:18]12([CH3:30])[C:24]([CH3:25])([CH3:26])[CH:21]([CH2:22][CH2:23]1)[CH2:20][CH:19]2[C:27]([O:14][CH:9]([C:7]1[CH:8]=[C:3]([O:2][CH3:1])[CH:4]=[CH:5][C:6]=1[N+:15]([O-:17])=[O:16])[C:10]([CH3:13])([CH3:12])[CH3:11])=[O:28]. The yield is 0.850. (4) The reactants are [C:1]([O:5][C:6](=[O:34])[NH:7][C@H:8]([C:28]1[CH:33]=[CH:32][CH:31]=[CH:30][CH:29]=1)[CH2:9][N:10]1[C:15](=[O:16])[C:14]([NH2:17])=[CH:13][N:12]([CH2:18][C:19]2[C:24]([F:25])=[CH:23][CH:22]=[CH:21][C:20]=2[F:26])[C:11]1=[O:27])([CH3:4])([CH3:3])[CH3:2].C(N(CC)CC)C.[Cl:42][CH2:43][CH2:44][CH2:45][C:46](Cl)=[O:47]. The catalyst is ClCCl. The product is [C:1]([O:5][C:6](=[O:34])[NH:7][C@H:8]([C:28]1[CH:33]=[CH:32][CH:31]=[CH:30][CH:29]=1)[CH2:9][N:10]1[C:15](=[O:16])[C:14]([NH:17][C:46](=[O:47])[CH2:45][CH2:44][CH2:43][Cl:42])=[CH:13][N:12]([CH2:18][C:19]2[C:20]([F:26])=[CH:21][CH:22]=[CH:23][C:24]=2[F:25])[C:11]1=[O:27])([CH3:4])([CH3:2])[CH3:3]. The yield is 0.780.